Regression. Given a peptide amino acid sequence and an MHC pseudo amino acid sequence, predict their binding affinity value. This is MHC class II binding data. From a dataset of Peptide-MHC class II binding affinity with 134,281 pairs from IEDB. (1) The MHC is HLA-DPA10103-DPB10601 with pseudo-sequence HLA-DPA10103-DPB10601. The peptide sequence is AAATAGTTVYGAYAA. The binding affinity (normalized) is 0. (2) The peptide sequence is AFILDGDNLHPKV. The MHC is DRB1_0401 with pseudo-sequence DRB1_0401. The binding affinity (normalized) is 0.581.